Dataset: Forward reaction prediction with 1.9M reactions from USPTO patents (1976-2016). Task: Predict the product of the given reaction. (1) Given the reactants [Cl:1][C:2]1[CH:3]=[C:4]([NH:10][C:11]([CH2:13][CH:14]([CH3:19])[CH2:15][C:16]([OH:18])=O)=[O:12])[CH:5]=[CH:6][C:7]=1[C:8]#[N:9].CCN(C(C)C)C(C)C.C(P1(=O)OP(CCC)(=O)OP(CCC)(=O)O1)CC.[NH2:47][C:48]1[CH:49]=[C:50]2[C:55](=[CH:56][CH:57]=1)[N:54]([CH2:58][C:59]#[CH:60])[C:53](=[O:61])[N:52]([CH2:62][CH3:63])[C:51]2=[O:64], predict the reaction product. The product is: [Cl:1][C:2]1[CH:3]=[C:4]([NH:10][C:11](=[O:12])[CH2:13][CH:14]([CH3:19])[CH2:15][C:16]([NH:47][C:48]2[CH:49]=[C:50]3[C:55](=[CH:56][CH:57]=2)[N:54]([CH2:58][C:59]#[CH:60])[C:53](=[O:61])[N:52]([CH2:62][CH3:63])[C:51]3=[O:64])=[O:18])[CH:5]=[CH:6][C:7]=1[C:8]#[N:9]. (2) The product is: [CH2:27]([O:26][CH2:25][C@H:9]1[CH2:10][N:11]([C:18]([O:20][C:21]([CH3:22])([CH3:23])[CH3:24])=[O:19])[C@H:12]([CH2:14][CH:15]([CH3:17])[CH3:16])[CH2:13][NH:8]1)[C:28]1[CH:29]=[CH:30][CH:31]=[CH:32][CH:33]=1. Given the reactants C([N:8]1[CH2:13][C@@H:12]([CH2:14][CH:15]([CH3:17])[CH3:16])[N:11]([C:18]([O:20][C:21]([CH3:24])([CH3:23])[CH3:22])=[O:19])[CH2:10][C@@H:9]1[CH2:25][O:26][CH2:27][C:28]1[CH:33]=[CH:32][CH:31]=[CH:30][CH:29]=1)C1C=CC=CC=1, predict the reaction product.